Dataset: Full USPTO retrosynthesis dataset with 1.9M reactions from patents (1976-2016). Task: Predict the reactants needed to synthesize the given product. (1) Given the product [F:1][C:2]1[CH:3]=[C:4]2[C:9](=[CH:10][CH:11]=1)[N:8]=[C:7]([C:12]1[CH:17]=[CH:16][C:15]([F:18])=[CH:14][CH:13]=1)[N:6]=[C:5]2[C:19]([N:29]1[CH2:28][CH2:27][C:26]2[C:31](=[CH:32][CH:33]=[C:24]([F:23])[CH:25]=2)[CH2:30]1)=[O:21], predict the reactants needed to synthesize it. The reactants are: [F:1][C:2]1[CH:3]=[C:4]2[C:9](=[CH:10][CH:11]=1)[N:8]=[C:7]([C:12]1[CH:17]=[CH:16][C:15]([F:18])=[CH:14][CH:13]=1)[N:6]=[C:5]2[C:19]([OH:21])=O.Cl.[F:23][C:24]1[CH:25]=[C:26]2[C:31](=[CH:32][CH:33]=1)[CH2:30][NH:29][CH2:28][CH2:27]2. (2) The reactants are: [BH4-].[Na+].[CH3:3][CH:4]([CH3:14])[CH2:5][C:6](=[O:13])[CH2:7][C:8]([O:10][CH2:11][CH3:12])=[O:9]. Given the product [CH3:14][CH:4]([CH3:3])[CH2:5][CH:6]([OH:13])[CH2:7][C:8]([O:10][CH2:11][CH3:12])=[O:9], predict the reactants needed to synthesize it. (3) Given the product [F:11][C:10]1[CH:9]=[CH:8][CH:7]=[C:3]2[C:2]=1[N:1]=[C:15]([CH3:16])[N:22]([CH:23]1[CH2:28][CH2:27][C:26](=[O:29])[NH:25][C:24]1=[O:30])[C:4]2=[O:6], predict the reactants needed to synthesize it. The reactants are: [NH2:1][C:2]1[C:10]([F:11])=[CH:9][CH:8]=[CH:7][C:3]=1[C:4]([OH:6])=O.N1[CH:16]=[CH:15]N=C1.C(Cl)(=O)C.Cl.[NH2:22][CH:23]1[CH2:28][CH2:27][C:26](=[O:29])[NH:25][C:24]1=[O:30].P(OC1C=CC=CC=1)(OC1C=CC=CC=1)OC1C=CC=CC=1. (4) Given the product [C:1]([C:3]1[CH:4]=[CH:5][C:6]([CH2:7][C@@:8]23[CH2:15][C@H:14]([NH:16][C:29](=[O:35])[CH2:30][CH2:31][C:32](=[O:33])[NH2:34])[CH2:13][N:12]2[C:11](=[O:17])[N:10]([C:18]2[CH:23]=[C:22]([Cl:24])[CH:21]=[C:20]([Cl:25])[CH:19]=2)[C:9]3=[O:26])=[CH:27][CH:28]=1)#[N:2], predict the reactants needed to synthesize it. The reactants are: [C:1]([C:3]1[CH:28]=[CH:27][C:6]([CH2:7][C@@:8]23[CH2:15][C@H:14]([NH2:16])[CH2:13][N:12]2[C:11](=[O:17])[N:10]([C:18]2[CH:23]=[C:22]([Cl:24])[CH:21]=[C:20]([Cl:25])[CH:19]=2)[C:9]3=[O:26])=[CH:5][CH:4]=1)#[N:2].[C:29](O)(=[O:35])[CH2:30][CH2:31][C:32]([NH2:34])=[O:33].C1C=CC2N(O)N=NC=2C=1.CCN(C(C)C)C(C)C. (5) The reactants are: CO[CH:3]=[C:4]1[C:13]2[C:8](=[CH:9][CH:10]=[CH:11][CH:12]=2)[C:7](=[O:14])[NH:6][C:5]1=[O:15].[NH2:16][C:17]1[CH:24]=[CH:23][C:20]([CH2:21][OH:22])=[CH:19][CH:18]=1. Given the product [OH:22][CH2:21][C:20]1[CH:23]=[CH:24][C:17]([NH:16][CH:3]=[C:4]2[C:13]3[C:8](=[CH:9][CH:10]=[CH:11][CH:12]=3)[C:7](=[O:14])[NH:6][C:5]2=[O:15])=[CH:18][CH:19]=1, predict the reactants needed to synthesize it. (6) Given the product [O:11]=[C:12]1[CH2:16][O:15][CH2:14][CH:13]1[NH:17][S:18]([CH:21]([CH3:23])[CH3:22])(=[O:20])=[O:19], predict the reactants needed to synthesize it. The reactants are: C(Cl)(=O)C(Cl)=O.CS(C)=O.[OH:11][CH:12]1[CH2:16][O:15][CH2:14][CH:13]1[NH:17][S:18]([CH:21]([CH3:23])[CH3:22])(=[O:20])=[O:19].C(N(CC)CC)C. (7) Given the product [CH3:19][O:18][C:16](=[O:17])[CH2:15][CH2:14][N:13]([CH2:20][C:21]1[CH:22]=[CH:23][C:24]([Cl:27])=[CH:25][CH:26]=1)[CH:10]1[CH2:11][CH2:12][NH:8][CH2:9]1, predict the reactants needed to synthesize it. The reactants are: C(OC([N:8]1[CH2:12][CH2:11][CH:10]([N:13]([CH2:20][C:21]2[CH:26]=[CH:25][C:24]([Cl:27])=[CH:23][CH:22]=2)[CH2:14][CH2:15][C:16]([O:18][CH3:19])=[O:17])[CH2:9]1)=O)(C)(C)C.FC(F)(F)C(O)=O. (8) Given the product [ClH:41].[F:18][C:19]1[CH:24]=[CH:23][CH:22]=[CH:21][C:20]=1[S:25]([C:28]1[C:36]2[C:31](=[C:32]([O:37][CH2:38][CH2:39][NH2:40])[CH:33]=[CH:34][CH:35]=2)[NH:30][CH:29]=1)(=[O:26])=[O:27], predict the reactants needed to synthesize it. The reactants are: O.O.O.O.O.O.O.O.O.O.S([O-])([O-])(=O)=O.[Na+].[Na+].[F:18][C:19]1[CH:24]=[CH:23][CH:22]=[CH:21][C:20]=1[S:25]([C:28]1[C:36]2[C:31](=[C:32]([O:37][CH2:38][CH2:39][NH2:40])[CH:33]=[CH:34][CH:35]=2)[NH:30][CH:29]=1)(=[O:27])=[O:26].[ClH:41].